This data is from Reaction yield outcomes from USPTO patents with 853,638 reactions. The task is: Predict the reaction yield, written as a fraction of the theoretical maximum amount of product (1.0 means a 100% yield; for example, 0.34 means a 34% yield). (1) The reactants are [Cl:1][C:2]1[CH:7]=[CH:6][CH:5]=[CH:4][C:3]=1[NH2:8].[CH3:9][S:10][CH3:11].ClN1C(=O)CCC1=O.C(N(CC)CC)C. The catalyst is ClC(Cl)C.CCCCCC.CCOC(C)=O. The product is [Cl:1][C:2]1[CH:7]=[CH:6][CH:5]=[C:4]([CH2:9][S:10][CH3:11])[C:3]=1[NH2:8]. The yield is 0.820. (2) The reactants are Br[C:2]1[N:7]2[CH:8]=[N:9][N:10]=[C:6]2[C:5](=[O:11])[N:4]([CH3:12])[CH:3]=1.[CH:13]1([CH2:16][O:17][C:18]2[CH:23]=[CH:22][C:21]([S:24]([CH3:27])(=[O:26])=[O:25])=[CH:20][C:19]=2B2OC(C)(C)C(C)(C)O2)[CH2:15][CH2:14]1.[O-]P([O-])([O-])=O.[K+].[K+].[K+].N#N. The catalyst is O1CCOCC1.O.C1C=CC(P(C2C=CC=CC=2)[C-]2C=CC=C2)=CC=1.C1C=CC(P(C2C=CC=CC=2)[C-]2C=CC=C2)=CC=1.Cl[Pd]Cl.[Fe+2]. The product is [CH:13]1([CH2:16][O:17][C:18]2[CH:23]=[CH:22][C:21]([S:24]([CH3:27])(=[O:26])=[O:25])=[CH:20][C:19]=2[C:2]2[N:7]3[CH:8]=[N:9][N:10]=[C:6]3[C:5](=[O:11])[N:4]([CH3:12])[CH:3]=2)[CH2:14][CH2:15]1. The yield is 0.486. (3) The reactants are [Br:1][CH2:2][CH2:3][CH2:4][C:5]([CH3:8])([OH:7])[CH3:6].N1C(C)=CC=CC=1C.[Si:17](OS(C(F)(F)F)(=O)=O)([C:20]([CH3:23])([CH3:22])[CH3:21])([CH3:19])[CH3:18].O. The catalyst is C(Cl)Cl. The product is [Br:1][CH2:2][CH2:3][CH2:4][C:5]([CH3:8])([O:7][Si:17]([C:20]([CH3:23])([CH3:22])[CH3:21])([CH3:19])[CH3:18])[CH3:6]. The yield is 0.800. (4) The reactants are [CH:1]1([N:4]([C:12]2[N:17]3[N:18]=[CH:19][CH:20]=[C:16]3[N:15]=[C:14](SC)[N:13]=2)[C:5](=[O:11])[O:6][C:7]([CH3:10])([CH3:9])[CH3:8])[CH2:3][CH2:2]1.[F:23][C:24]([F:36])([F:35])[O:25][C:26]1[CH:27]=[C:28](B(O)O)[CH:29]=[CH:30][CH:31]=1.O1C=CC=C1P(C1OC=CC=1)C1OC=CC=1. The product is [CH:1]1([N:4]([C:12]2[N:17]3[N:18]=[CH:19][CH:20]=[C:16]3[N:15]=[C:14]([C:28]3[CH:29]=[CH:30][CH:31]=[C:26]([O:25][C:24]([F:23])([F:35])[F:36])[CH:27]=3)[N:13]=2)[C:5](=[O:11])[O:6][C:7]([CH3:10])([CH3:9])[CH3:8])[CH2:3][CH2:2]1. The yield is 0.850. The catalyst is S1C=CC=C1C([O-])=O.[Cu+].C1C=CC(/C=C/C(/C=C/C2C=CC=CC=2)=O)=CC=1.C1C=CC(/C=C/C(/C=C/C2C=CC=CC=2)=O)=CC=1.C1C=CC(/C=C/C(/C=C/C2C=CC=CC=2)=O)=CC=1.[Pd].[Pd].